This data is from Full USPTO retrosynthesis dataset with 1.9M reactions from patents (1976-2016). The task is: Predict the reactants needed to synthesize the given product. (1) Given the product [CH2:54]([C:56]1[N:57]([C:36]2[N:44]=[C:43]3[C:39]([N:40]=[C:41]([CH:46]=[O:47])[N:42]3[CH3:45])=[C:38]([N:48]3[CH2:53][CH2:52][O:51][CH2:50][CH2:49]3)[N:37]=2)[C:58]2[CH:64]=[CH:63][CH:62]=[CH:61][C:59]=2[N:60]=1)[CH3:55], predict the reactants needed to synthesize it. The reactants are: CC(C1C=C(C(C)C)C(C2C=CC=CC=2P(C2CCCCC2)C2CCCCC2)=C(C(C)C)C=1)C.Cl[C:36]1[N:44]=[C:43]2[C:39]([N:40]=[C:41]([CH:46]=[O:47])[N:42]2[CH3:45])=[C:38]([N:48]2[CH2:53][CH2:52][O:51][CH2:50][CH2:49]2)[N:37]=1.[CH2:54]([C:56]1[NH:60][C:59]2[CH:61]=[CH:62][CH:63]=[CH:64][C:58]=2[N:57]=1)[CH3:55].C(=O)([O-])[O-].[Cs+].[Cs+]. (2) Given the product [Br:19][C:8]1[N:6]2[N:7]=[C:2]([Cl:1])[CH:3]=[CH:4][C:5]2=[N:10][CH:9]=1, predict the reactants needed to synthesize it. The reactants are: [Cl:1][C:2]1[CH:3]=[CH:4][C:5]2[N:6]([CH:8]=[CH:9][N:10]=2)[N:7]=1.Cl.C1C(=O)N([Br:19])C(=O)C1. (3) The reactants are: [CH3:1][S:2](Cl)(=[O:4])=[O:3].[NH2:6][C:7]1[N:12]=[CH:11][C:10]([C:13]2[CH:14]=[N:15][N:16]([CH2:18][CH2:19][CH2:20][OH:21])[CH:17]=2)=[CH:9][C:8]=1[C:22]1[O:23][C:24]2[CH:30]=[CH:29][CH:28]=[CH:27][C:25]=2[N:26]=1.C(N(CC)CC)C.ClCCl. Given the product [CH3:1][S:2]([O:21][CH2:20][CH2:19][CH2:18][N:16]1[CH:17]=[C:13]([C:10]2[CH:11]=[N:12][C:7]([NH2:6])=[C:8]([C:22]3[O:23][C:24]4[CH:30]=[CH:29][CH:28]=[CH:27][C:25]=4[N:26]=3)[CH:9]=2)[CH:14]=[N:15]1)(=[O:4])=[O:3], predict the reactants needed to synthesize it.